Dataset: Full USPTO retrosynthesis dataset with 1.9M reactions from patents (1976-2016). Task: Predict the reactants needed to synthesize the given product. (1) Given the product [F:1][C@H:2]([CH2:16][I:29])[CH2:3][N:4]1[CH:8]=[C:7]([C:9]([O:11][C:12]([CH3:15])([CH3:14])[CH3:13])=[O:10])[N:6]=[N:5]1, predict the reactants needed to synthesize it. The reactants are: [F:1][C@H:2]([CH2:16]OS(C1C=CC(C)=CC=1)(=O)=O)[CH2:3][N:4]1[CH:8]=[C:7]([C:9]([O:11][C:12]([CH3:15])([CH3:14])[CH3:13])=[O:10])[N:6]=[N:5]1.[Na+].[I-:29]. (2) The reactants are: [C:1]([O:7][CH2:8][C@H:9]([NH:17]C(OC(C)(C)C)=O)[CH2:10][C:11]1[CH:16]=[CH:15][CH:14]=[CH:13][CH:12]=1)(=[O:6])[C:2]([CH3:5])([CH3:4])[CH3:3].FC(F)(F)C(O)=O. Given the product [C:1]([O:7][CH2:8][C@H:9]([NH2:17])[CH2:10][C:11]1[CH:16]=[CH:15][CH:14]=[CH:13][CH:12]=1)(=[O:6])[C:2]([CH3:5])([CH3:4])[CH3:3], predict the reactants needed to synthesize it.